Dataset: Catalyst prediction with 721,799 reactions and 888 catalyst types from USPTO. Task: Predict which catalyst facilitates the given reaction. Reactant: [NH2:1][C:2]1[C:10]2[C:5](=[N:6][C:7]([C:11]3[S:12][CH:13]=[CH:14][CH:15]=3)=[CH:8][CH:9]=2)[S:4][C:3]=1[C:16]([NH:18][C:19]1[CH:24]=[CH:23][CH:22]=[C:21]([C:25]([F:28])([F:27])[F:26])[CH:20]=1)=[O:17].F[B-](F)(F)F.[CH2:34]([O+](CC)CC)[CH3:35]. Product: [CH2:34]([NH:1][C:2]1[C:10]2[C:5](=[N:6][C:7]([C:11]3[S:12][CH:13]=[CH:14][CH:15]=3)=[CH:8][CH:9]=2)[S:4][C:3]=1[C:16]([NH:18][C:19]1[CH:24]=[CH:23][CH:22]=[C:21]([C:25]([F:27])([F:28])[F:26])[CH:20]=1)=[O:17])[CH3:35]. The catalyst class is: 258.